Dataset: Full USPTO retrosynthesis dataset with 1.9M reactions from patents (1976-2016). Task: Predict the reactants needed to synthesize the given product. (1) The reactants are: [CH:1]1[C:11]2[CH2:10][CH2:9][C:8]3[CH:12]=[CH:13][CH:14]=[CH:15][C:7]=3[C:6](=[CH:16][C:17]3[CH:24]=[CH:23][CH:22]=[CH:21][C:18]=3[C:19]#[N:20])[C:5]=2[CH:4]=[CH:3][CH:2]=1.C([O-])([O-])=[O:26].[K+].[K+].OO. Given the product [CH:1]1[C:11]2[CH2:10][CH2:9][C:8]3[CH:12]=[CH:13][CH:14]=[CH:15][C:7]=3[C:6](=[CH:16][C:17]3[CH:24]=[CH:23][CH:22]=[CH:21][C:18]=3[C:19]([NH2:20])=[O:26])[C:5]=2[CH:4]=[CH:3][CH:2]=1, predict the reactants needed to synthesize it. (2) Given the product [Cl:8][C:4]1[CH:5]=[CH:6][CH:7]=[C:2]([Cl:1])[C:3]=1[CH2:9][S:10]([C:13]1[CH:14]=[C:15]2[C:19](=[CH:20][CH:21]=1)[NH:18][C:17](=[O:22])/[C:16]/2=[CH:23]\[C:24]1[NH:28][C:27]([CH3:29])=[C:26]([CH2:30][C:31]([NH:33][CH2:34][CH2:35][N:36]2[CH2:41][CH2:40][N:39]([C:42](=[O:48])[CH2:43][OH:44])[CH2:38][CH2:37]2)=[O:32])[C:25]=1[CH3:49])(=[O:12])=[O:11], predict the reactants needed to synthesize it. The reactants are: [Cl:1][C:2]1[CH:7]=[CH:6][CH:5]=[C:4]([Cl:8])[C:3]=1[CH2:9][S:10]([C:13]1[CH:14]=[C:15]2[C:19](=[CH:20][CH:21]=1)[NH:18][C:17](=[O:22])/[C:16]/2=[CH:23]\[C:24]1[NH:28][C:27]([CH3:29])=[C:26]([CH2:30][C:31]([NH:33][CH2:34][CH2:35][N:36]2[CH2:41][CH2:40][N:39]([C:42](=[O:48])[CH2:43][O:44]C(=O)C)[CH2:38][CH2:37]2)=[O:32])[C:25]=1[CH3:49])(=[O:12])=[O:11].C(=O)([O-])[O-].[K+].[K+]. (3) Given the product [Br:1][C:2]1[CH:7]=[C:6]([NH:8][CH:9]2[CH2:10][CH2:11][N:12]([CH:15]3[CH2:20][CH2:19][O:18][CH2:17][CH2:16]3)[CH2:13][CH2:14]2)[C:5]([NH2:21])=[CH:4][C:3]=1[C:24]([F:26])([F:25])[F:27], predict the reactants needed to synthesize it. The reactants are: [Br:1][C:2]1[C:3]([C:24]([F:27])([F:26])[F:25])=[CH:4][C:5]([N+:21]([O-])=O)=[C:6]([NH:8][CH:9]2[CH2:14][CH2:13][N:12]([CH:15]3[CH2:20][CH2:19][O:18][CH2:17][CH2:16]3)[CH2:11][CH2:10]2)[CH:7]=1.O.NN. (4) Given the product [Cl-:18].[C:48]([CH2:47][N+:24]([CH2:23][CH2:22][NH:21][C:19]([C:12]1[C:11]([NH2:10])=[N:16][C:15]([NH2:17])=[C:14]([Cl:18])[N:13]=1)=[O:20])([CH2:36][CH2:37][CH2:38][C:39]1[CH:44]=[CH:43][C:42]([O:45][CH3:46])=[CH:41][CH:40]=1)[CH2:25][CH2:26][CH2:27][C:28]1[CH:29]=[CH:30][C:31]([O:34][CH3:35])=[CH:32][CH:33]=1)([OH:50])=[O:49], predict the reactants needed to synthesize it. The reactants are: [OH-].[Li+].FC(F)(F)C([O-])=O.[NH2:10][C:11]1[C:12]([C:19]([NH:21][CH2:22][CH2:23][N+:24]([CH2:47][C:48]([O:50]C)=[O:49])([CH2:36][CH2:37][CH2:38][C:39]2[CH:44]=[CH:43][C:42]([O:45][CH3:46])=[CH:41][CH:40]=2)[CH2:25][CH2:26][CH2:27][C:28]2[CH:33]=[CH:32][C:31]([O:34][CH3:35])=[CH:30][CH:29]=2)=[O:20])=[N:13][C:14]([Cl:18])=[C:15]([NH2:17])[N:16]=1.Cl. (5) Given the product [F:1][C:2]1[CH:3]=[C:4]([N+:9]([O-:11])=[O:10])[CH:5]=[CH:6][C:7]=1[O:12][CH2:13][CH2:14][N:15]1[CH2:19][CH2:18][CH2:17][CH2:16]1, predict the reactants needed to synthesize it. The reactants are: [F:1][C:2]1[CH:3]=[C:4]([N+:9]([O-:11])=[O:10])[CH:5]=[CH:6][C:7]=1F.[OH:12][CH2:13][CH2:14][N:15]1[CH2:19][CH2:18][CH2:17][CH2:16]1. (6) Given the product [NH:20]1[CH2:21][CH:18]([NH:17][C:15](=[O:16])[CH2:14][NH:13][C:11]2[C:10]3[C:5](=[CH:6][CH:7]=[C:8]([C:29]([F:31])([F:30])[F:32])[CH:9]=3)[N:4]=[C:3]([C:2]([F:1])([F:33])[F:34])[CH:12]=2)[CH2:19]1, predict the reactants needed to synthesize it. The reactants are: [F:1][C:2]([F:34])([F:33])[C:3]1[CH:12]=[C:11]([NH:13][CH2:14][C:15]([NH:17][CH:18]2[CH2:21][N:20](C(OC(C)(C)C)=O)[CH2:19]2)=[O:16])[C:10]2[C:5](=[CH:6][CH:7]=[C:8]([C:29]([F:32])([F:31])[F:30])[CH:9]=2)[N:4]=1. (7) Given the product [ClH:10].[CH:1]1([N:4]2[CH2:9][CH2:8][N:7]([C:11]3[CH:20]=[CH:19][C:18]4[C:13](=[CH:14][C:15]([F:23])=[C:16]([O:21][CH3:22])[CH:17]=4)[N:12]=3)[CH2:6][CH2:5]2)[CH2:3][CH2:2]1, predict the reactants needed to synthesize it. The reactants are: [CH:1]1([N:4]2[CH2:9][CH2:8][NH:7][CH2:6][CH2:5]2)[CH2:3][CH2:2]1.[Cl:10][C:11]1[CH:20]=[CH:19][C:18]2[C:13](=[CH:14][C:15]([F:23])=[C:16]([O:21][CH3:22])[CH:17]=2)[N:12]=1.